Dataset: Catalyst prediction with 721,799 reactions and 888 catalyst types from USPTO. Task: Predict which catalyst facilitates the given reaction. (1) Reactant: [NH:1]1[CH2:6][CH2:5][C:4]2([O:11][C:10]3[C:12]4[C:17]([C:18](=[O:21])[C:19](=[O:20])[C:9]=3[S:8][CH2:7]2)=[CH:16][CH:15]=[CH:14][CH:13]=4)[CH2:3][CH2:2]1.[C:22]([C:26]1[CH:36]=[CH:35][C:29]([O:30][CH2:31][CH:32]2[CH2:34][O:33]2)=[CH:28][CH:27]=1)([CH3:25])([CH3:24])[CH3:23].Cl([O-])(=O)(=O)=O.[Li+]. Product: [C:22]([C:26]1[CH:36]=[CH:35][C:29]([O:30][CH2:31][CH:32]([OH:33])[CH2:34][N:1]2[CH2:2][CH2:3][C:4]3([O:11][C:10]4[C:12]5[C:17]([C:18](=[O:21])[C:19](=[O:20])[C:9]=4[S:8][CH2:7]3)=[CH:16][CH:15]=[CH:14][CH:13]=5)[CH2:5][CH2:6]2)=[CH:28][CH:27]=1)([CH3:23])([CH3:24])[CH3:25]. The catalyst class is: 10. (2) Reactant: [F:1][C:2]([F:22])([F:21])[C:3]1[CH:8]=[CH:7][C:6]([CH:9]2[CH2:14][C:13](=[O:15])[NH:12][C:11]([CH3:16])=[C:10]2[C:17]([O:19][CH3:20])=[O:18])=[CH:5][CH:4]=1.[H-].[Na+].S(OCC)(O[CH2:29][CH3:30])(=O)=O. Product: [CH2:29]([N:12]1[C:13](=[O:15])[CH2:14][CH:9]([C:6]2[CH:5]=[CH:4][C:3]([C:2]([F:21])([F:1])[F:22])=[CH:8][CH:7]=2)[C:10]([C:17]([O:19][CH3:20])=[O:18])=[C:11]1[CH3:16])[CH3:30]. The catalyst class is: 18. (3) Reactant: [CH3:1][O:2][C:3]1[CH:4]=[CH:5][C:6]2[C:10]([O:11][C:12]3[CH:17]=[CH:16][C:15](/[CH:18]=[C:19](\[CH3:25])/[C:20]([O:22][CH2:23][CH3:24])=[O:21])=[CH:14][CH:13]=3)=[C:9]([C:26]3[CH:31]=[CH:30][C:29]([O:32][CH3:33])=[CH:28][CH:27]=3)[S:8](=O)[C:7]=2[CH:35]=1.C1(P(C2C=CC=CC=2)C2C=CC=CC=2)C=CC=CC=1.[Si](Cl)(C)(C)C. Product: [CH3:1][O:2][C:3]1[CH:4]=[CH:5][C:6]2[C:10]([O:11][C:12]3[CH:17]=[CH:16][C:15](/[CH:18]=[C:19](\[CH3:25])/[C:20]([O:22][CH2:23][CH3:24])=[O:21])=[CH:14][CH:13]=3)=[C:9]([C:26]3[CH:27]=[CH:28][C:29]([O:32][CH3:33])=[CH:30][CH:31]=3)[S:8][C:7]=2[CH:35]=1. The catalyst class is: 1. (4) Reactant: CCN(C(C)C)C(C)C.C1CN([P+](ON2N=NC3C=CC=CC2=3)(N2CCCC2)N2CCCC2)CC1.F[P-](F)(F)(F)(F)F.[CH2:43]([C:45]1[N:50]=[CH:49][NH:48][C:47](=O)[CH:46]=1)[CH3:44].[C:52]([O:56][C:57]([N:59]1[CH2:64][CH2:63][NH:62][CH2:61][CH2:60]1)=[O:58])([CH3:55])([CH3:54])[CH3:53]. Product: [C:52]([O:56][C:57]([N:59]1[CH2:64][CH2:63][N:62]([C:47]2[CH:46]=[C:45]([CH2:43][CH3:44])[N:50]=[CH:49][N:48]=2)[CH2:61][CH2:60]1)=[O:58])([CH3:55])([CH3:53])[CH3:54]. The catalyst class is: 3. (5) Reactant: [CH2:1]([O:8][N:9]1[C:18]2[C:13](=[CH:14][CH:15]=[CH:16][N:17]=2)[C:12](OS(C(F)(F)F)(=O)=O)=[C:11]([C:27]([O:29][CH2:30][CH3:31])=[O:28])[C:10]1=[O:32])[C:2]1[CH:7]=[CH:6][CH:5]=[CH:4][CH:3]=1.CC1(C)C(C)(C)OB([C:41]2[CH:46]=[CH:45][C:44]([C:47]3[CH:52]=[CH:51][C:50]([CH2:53][NH:54]C(=O)OC(C)(C)C)=[CH:49][CH:48]=3)=[CH:43][CH:42]=2)O1.C(=O)([O-])[O-].[Na+].[Na+].N#N. Product: [NH2:54][CH2:53][C:50]1[CH:51]=[CH:52][C:47]([C:44]2[CH:43]=[CH:42][C:41]([C:12]3[C:13]4[C:18](=[N:17][CH:16]=[CH:15][CH:14]=4)[N:9]([O:8][CH2:1][C:2]4[CH:7]=[CH:6][CH:5]=[CH:4][CH:3]=4)[C:10](=[O:32])[C:11]=3[C:27]([O:29][CH2:30][CH3:31])=[O:28])=[CH:46][CH:45]=2)=[CH:48][CH:49]=1. The catalyst class is: 104. (6) Reactant: [CH3:1][NH:2][CH2:3][CH2:4][CH:5]1[O:10][CH2:9][CH2:8][N:7]([C:11]([O:13][CH2:14][C:15]2[CH:20]=[C:19]([Cl:21])[CH:18]=[C:17]([Cl:22])[CH:16]=2)=[O:12])[CH2:6]1.[O:23]=[C:24]1[NH:28][CH:27]=[C:26]([C:29](O)=[O:30])[O:25]1.C(P1(=O)OP(CCC)(=O)OP(CCC)(=O)O1)CC.CCN(C(C)C)C(C)C. Product: [CH3:1][N:2]([CH2:3][CH2:4][CH:5]1[O:10][CH2:9][CH2:8][N:7]([C:11]([O:13][CH2:14][C:15]2[CH:16]=[C:17]([Cl:22])[CH:18]=[C:19]([Cl:21])[CH:20]=2)=[O:12])[CH2:6]1)[C:29]([C:26]1[O:25][C:24](=[O:23])[NH:28][CH:27]=1)=[O:30]. The catalyst class is: 31.